From a dataset of Reaction yield outcomes from USPTO patents with 853,638 reactions. Predict the reaction yield, written as a fraction of the theoretical maximum amount of product (1.0 means a 100% yield; for example, 0.34 means a 34% yield). (1) The reactants are [CH:1]1([C:4]2[CH:8]=[CH:7][S:6][C:5]=2[CH2:9][N:10]2[C:15]3[N:16]=[C:17]([S:20][CH3:21])[N:18]=[CH:19][C:14]=3[CH:13]=[CH:12][C:11]2=[O:22])[CH2:3][CH2:2]1.ClC1C=CC=C(C(OO)=[O:31])C=1. The catalyst is ClCCl. The product is [CH:1]1([C:4]2[CH:8]=[CH:7][S:6][C:5]=2[CH2:9][N:10]2[C:15]3[N:16]=[C:17]([S:20]([CH3:21])=[O:31])[N:18]=[CH:19][C:14]=3[CH:13]=[CH:12][C:11]2=[O:22])[CH2:2][CH2:3]1. The yield is 0.720. (2) The reactants are C([NH:5][S:6]([C:9]1[S:10][C:11]([C:14]2[CH:19]=[C:18]([C:20]3[CH:25]=[C:24]([C:26]4[CH:31]=[CH:30][C:29]([C:32]([F:35])([F:34])[F:33])=[C:28]([O:36][CH3:37])[CH:27]=4)[CH:23]=[C:22]([CH3:38])[N:21]=3)[CH:17]=[CH:16][N:15]=2)=[CH:12][CH:13]=1)(=[O:8])=[O:7])(C)(C)C.C(O)(C(F)(F)F)=O. No catalyst specified. The product is [CH3:37][O:36][C:28]1[CH:27]=[C:26]([C:24]2[CH:23]=[C:22]([CH3:38])[N:21]=[C:20]([C:18]3[CH:17]=[CH:16][N:15]=[C:14]([C:11]4[S:10][C:9]([S:6]([NH2:5])(=[O:7])=[O:8])=[CH:13][CH:12]=4)[CH:19]=3)[CH:25]=2)[CH:31]=[CH:30][C:29]=1[C:32]([F:35])([F:33])[F:34]. The yield is 1.00. (3) The reactants are Cl[C:2]1[N:20]=[CH:19][CH:18]=[CH:17][C:3]=1[C:4]([NH:6][C:7]1[CH:12]=[CH:11][CH:10]=[CH:9][C:8]=1[NH:13][CH:14]1[CH2:16][CH2:15]1)=[O:5].[H-].[Na+]. The catalyst is N1C=CC=CC=1. The product is [CH:14]1([N:13]2[C:2]3[N:20]=[CH:19][CH:18]=[CH:17][C:3]=3[C:4](=[O:5])[NH:6][C:7]3[CH:12]=[CH:11][CH:10]=[CH:9][C:8]2=3)[CH2:16][CH2:15]1. The yield is 0.680. (4) The reactants are O[C:2]1[CH:3]=[C:4]([CH:9]=[CH:10][C:11]=1[C:12](=[N:14][OH:15])[CH3:13])[C:5]([O:7][CH3:8])=[O:6].C1(P(C2C=CC=CC=2)C2C=CC=CC=2)C=CC=CC=1. The catalyst is C1COCC1. The product is [CH3:13][C:12]1[C:11]2[CH:10]=[CH:9][C:4]([C:5]([O:7][CH3:8])=[O:6])=[CH:3][C:2]=2[O:15][N:14]=1. The yield is 0.550. (5) The reactants are [F:1][C:2]1[CH:7]=[CH:6][C:5]([CH:8]([OH:23])[CH2:9][C:10]2[CH:15]=[C:14]([C:16]3[S:17][CH:18]=[CH:19][CH:20]=3)[CH:13]=[CH:12][C:11]=2[O:21][CH3:22])=[CH:4][CH:3]=1.[Cr](Cl)([O-])(=O)=O.[NH+]1C=CC=CC=1. The catalyst is C(Cl)Cl. The product is [F:1][C:2]1[CH:3]=[CH:4][C:5]([C:8](=[O:23])[CH2:9][C:10]2[CH:15]=[C:14]([C:16]3[S:17][CH:18]=[CH:19][CH:20]=3)[CH:13]=[CH:12][C:11]=2[O:21][CH3:22])=[CH:6][CH:7]=1. The yield is 0.620. (6) The reactants are Br[C:2]1[CH:7]=[CH:6][C:5]([C:8]23[NH:20][CH2:19][CH2:18][N:9]2[C:10](=[O:17])[C:11]2[N:12]([CH:14]=[CH:15][CH:16]=2)[CH2:13]3)=[CH:4][CH:3]=1.[CH3:21][N:22](C=O)C.C([O-])(O)=O.[Na+].CC(O)C. The catalyst is C(Cl)Cl.C1C=CC([P]([Pd]([P](C2C=CC=CC=2)(C2C=CC=CC=2)C2C=CC=CC=2)([P](C2C=CC=CC=2)(C2C=CC=CC=2)C2C=CC=CC=2)[P](C2C=CC=CC=2)(C2C=CC=CC=2)C2C=CC=CC=2)(C2C=CC=CC=2)C2C=CC=CC=2)=CC=1.[C-]#N.[C-]#N.[Zn+2].CO. The product is [O:17]=[C:10]1[N:9]2[CH2:18][CH2:19][NH:20][C:8]2([C:5]2[CH:6]=[CH:7][C:2]([C:21]#[N:22])=[CH:3][CH:4]=2)[CH2:13][N:12]2[CH:14]=[CH:15][CH:16]=[C:11]12. The yield is 1.00. (7) The reactants are CCN(C(C)C)C(C)C.Cl.[NH2:11][C@@H:12]([CH:20]([CH3:22])[CH3:21])[C:13]([O:15][C:16]([CH3:19])([CH3:18])[CH3:17])=[O:14].Cl[C:24]([O:26][CH3:27])=[O:25]. The catalyst is C1COCC1. The product is [CH3:27][O:26][C:24]([NH:11][C@@H:12]([CH:20]([CH3:22])[CH3:21])[C:13]([O:15][C:16]([CH3:17])([CH3:19])[CH3:18])=[O:14])=[O:25]. The yield is 0.990. (8) The reactants are [Cl:1][C:2]1[CH:7]=[CH:6][CH:5]=[CH:4][C:3]=1[C:8]1[CH:13]=[C:12]([O:14]C)[CH:11]=[C:10]([C:16]([N:18]2[CH2:23][CH2:22][N:21]([C:24](=[O:27])[CH:25]=[CH2:26])[CH2:20][CH2:19]2)=[O:17])[CH:9]=1.B(Br)(Br)Br.C([O-])(O)=O.[Na+]. The catalyst is C(Cl)Cl. The product is [Cl:1][C:2]1[CH:7]=[CH:6][CH:5]=[CH:4][C:3]=1[C:8]1[CH:13]=[C:12]([OH:14])[CH:11]=[C:10]([C:16]([N:18]2[CH2:23][CH2:22][N:21]([C:24](=[O:27])[CH:25]=[CH2:26])[CH2:20][CH2:19]2)=[O:17])[CH:9]=1. The yield is 0.260. (9) The reactants are [Cl-].[C:2]([C:4]1[C:16]([N+:17]([O-])=O)=[CH:15][CH:14]=[CH:13][C:5]=1[O:6][CH2:7][C@@H:8]1[CH2:12][CH2:11][CH2:10][NH2+:9]1)#[N:3].[CH3:20][N:21]=[C:22]=[O:23]. No catalyst specified. The product is [NH2:17][C:16]1[C:4]([C:2]#[N:3])=[C:5]([CH:13]=[CH:14][CH:15]=1)[O:6][CH2:7][C@@H:8]1[CH2:12][CH2:11][CH2:10][N:9]1[C:22]([NH:21][CH3:20])=[O:23]. The yield is 0.530.